This data is from Forward reaction prediction with 1.9M reactions from USPTO patents (1976-2016). The task is: Predict the product of the given reaction. (1) The product is: [Cl:20][C:18]1[C:17]([CH3:21])=[C:16]([C:22]2[CH:27]=[CH:26][C:25]([C:28]([NH2:30])=[O:29])=[C:24]([F:31])[CH:23]=2)[C:15]([O:32][CH3:33])=[C:14]([CH:12]([NH:11][C:2]2[N:10]=[CH:9][N:8]=[C:7]3[C:3]=2[N:4]=[CH:5][NH:6]3)[CH3:13])[CH:19]=1. Given the reactants Br[C:2]1[N:10]=[CH:9][N:8]=[C:7]2[C:3]=1[N:4]=[CH:5][NH:6]2.[NH2:11][CH:12]([C:14]1[C:15]([O:32][CH3:33])=[C:16]([C:22]2[CH:27]=[CH:26][C:25]([C:28]([NH2:30])=[O:29])=[C:24]([F:31])[CH:23]=2)[C:17]([CH3:21])=[C:18]([Cl:20])[CH:19]=1)[CH3:13].C(N(CC)C(C)C)(C)C, predict the reaction product. (2) Given the reactants [CH3:1][C:2]1([CH3:15])[CH2:11][CH2:10][C:9]([CH3:13])([CH3:12])[C:8]2[CH:7]=[C:6]([NH2:14])[CH:5]=[CH:4][C:3]1=2.[CH2:16]([O:18][CH2:19][C:20](O)=[O:21])[CH3:17].CN(C1C=CC=CN=1)C.C1(N=C=NC2CCCCC2)CCCCC1, predict the reaction product. The product is: [CH2:16]([O:18][CH2:19][C:20]([NH:14][C:6]1[CH:5]=[CH:4][C:3]2[C:2]([CH3:15])([CH3:1])[CH2:11][CH2:10][C:9]([CH3:13])([CH3:12])[C:8]=2[CH:7]=1)=[O:21])[CH3:17]. (3) Given the reactants [CH3:1][N:2]([CH2:15][C:16]1[CH:21]=[CH:20][CH:19]=[CH:18][N:17]=1)[C:3]([C:5]1[S:13][C:12]2[C:7](=[N:8][CH:9]=[CH:10][C:11]=2Cl)[CH:6]=1)=[O:4].[CH3:22][C:23]1[NH:24][C:25]2[C:30]([CH:31]=1)=[CH:29][C:28]([NH2:32])=[CH:27][CH:26]=2, predict the reaction product. The product is: [CH3:1][N:2]([CH2:15][C:16]1[CH:21]=[CH:20][CH:19]=[CH:18][N:17]=1)[C:3]([C:5]1[S:13][C:12]2[C:7](=[N:8][CH:9]=[CH:10][C:11]=2[NH:32][C:28]2[CH:29]=[C:30]3[C:25](=[CH:26][CH:27]=2)[NH:24][C:23]([CH3:22])=[CH:31]3)[CH:6]=1)=[O:4]. (4) Given the reactants Br[CH2:2][CH2:3][CH2:4][CH2:5][CH2:6][CH2:7][C:8]1[C:14]2[CH:15]=[CH:16][C:17]([OH:19])=[CH:18][C:13]=2[CH2:12][CH2:11][CH2:10][C:9]=1[C:20]1[CH:25]=[CH:24][CH:23]=[C:22]([OH:26])[CH:21]=1.[CH3:27][NH:28][CH2:29][CH2:30][CH2:31][CH2:32][CH2:33][CH2:34][S:35]([CH2:37][CH2:38][CH2:39][C:40]([F:46])([F:45])[C:41]([F:44])([F:43])[F:42])=[O:36], predict the reaction product. The product is: [OH:26][C:22]1[CH:21]=[C:20]([C:9]2[CH2:10][CH2:11][CH2:12][C:13]3[CH:18]=[C:17]([OH:19])[CH:16]=[CH:15][C:14]=3[C:8]=2[CH2:7][CH2:6][CH2:5][CH2:4][CH2:3][CH2:2][N:28]([CH3:27])[CH2:29][CH2:30][CH2:31][CH2:32][CH2:33][CH2:34][S:35]([CH2:37][CH2:38][CH2:39][C:40]([F:46])([F:45])[C:41]([F:42])([F:43])[F:44])=[O:36])[CH:25]=[CH:24][CH:23]=1.